From a dataset of Full USPTO retrosynthesis dataset with 1.9M reactions from patents (1976-2016). Predict the reactants needed to synthesize the given product. (1) The reactants are: [NH:1]1[CH:5]=[C:4]([B:6]2[O:14][C:11]([CH3:13])([CH3:12])[C:8]([CH3:10])([CH3:9])[O:7]2)[CH:3]=[N:2]1.Cl[CH2:16][C:17]([N:19]([CH3:21])[CH3:20])=[O:18]. Given the product [CH3:20][N:19]([CH3:21])[C:17](=[O:18])[CH2:16][N:2]1[CH:3]=[C:4]([B:6]2[O:7][C:8]([CH3:9])([CH3:10])[C:11]([CH3:13])([CH3:12])[O:14]2)[CH:5]=[N:1]1, predict the reactants needed to synthesize it. (2) Given the product [S:9]1[CH:10]=[CH:11][CH:12]=[C:8]1[C:6]1[N:7]=[C:2]([NH:25][C:26]2[CH:36]=[CH:35][C:29]3[S:30][CH2:31][C:32](=[O:34])[NH:33][C:28]=3[CH:27]=2)[C:3]2[NH:15][N:14]=[CH:13][C:4]=2[N:5]=1, predict the reactants needed to synthesize it. The reactants are: Cl[C:2]1[C:3]2[C:4](=[CH:13][N:14](CC3C=CC(OC)=CC=3)[N:15]=2)[N:5]=[C:6]([C:8]2[S:9][CH:10]=[CH:11][CH:12]=2)[N:7]=1.[NH2:25][C:26]1[CH:36]=[CH:35][C:29]2[S:30][CH2:31][C:32](=[O:34])[NH:33][C:28]=2[CH:27]=1.Cl. (3) The reactants are: [C:1]([C:3]1[CH:8]=[CH:7][CH:6]=[C:5]([C:9]#[N:10])[C:4]=1B(O)O)#[N:2].C([O-])([O-])=O.[K+].[K+].[CH3:20][O:21][C:22](=[O:50])[C@H:23]([CH2:35][C:36]1[CH:41]=[CH:40][C:39](OS(C(F)(F)F)(=O)=O)=[CH:38][CH:37]=1)[NH:24][C:25](=[O:34])[C:26]1[C:31]([Cl:32])=[CH:30][CH:29]=[CH:28][C:27]=1[Cl:33]. Given the product [CH3:20][O:21][C:22](=[O:50])[C@H:23]([CH2:35][C:36]1[CH:37]=[CH:38][C:39]([C:4]2[C:3]([C:1]#[N:2])=[CH:8][CH:7]=[CH:6][C:5]=2[C:9]#[N:10])=[CH:40][CH:41]=1)[NH:24][C:25](=[O:34])[C:26]1[C:27]([Cl:33])=[CH:28][CH:29]=[CH:30][C:31]=1[Cl:32], predict the reactants needed to synthesize it. (4) Given the product [CH2:9]([C:13]1[CH:14]=[C:15]2[C:19](=[CH:20][CH:21]=1)[C:18](=[N:2][OH:3])[CH2:17][CH2:16]2)[CH2:10][CH2:11][CH3:12], predict the reactants needed to synthesize it. The reactants are: Cl.[NH2:2][OH:3].C([O-])(=O)C.[Na+].[CH2:9]([C:13]1[CH:14]=[C:15]2[C:19](=[CH:20][CH:21]=1)[C:18](=O)[CH2:17][CH2:16]2)[CH2:10][CH2:11][CH3:12]. (5) Given the product [N+:8]([C:11]1[CH:19]=[CH:18][CH:17]=[C:16]2[C:12]=1[CH:13]([CH2:20][C:21]([O:23][CH2:24][CH3:25])=[O:22])[CH2:14][NH:15]2)([O-:10])=[O:9], predict the reactants needed to synthesize it. The reactants are: C([SiH](CC)CC)C.[N+:8]([C:11]1[CH:19]=[CH:18][CH:17]=[C:16]2[C:12]=1[C:13]([C:20](=O)[C:21]([O:23][CH2:24][CH3:25])=[O:22])=[CH:14][NH:15]2)([O-:10])=[O:9]. (6) The reactants are: [NH3:1].[CH2:2]([O:4][C:5]([C:7]1[C:8]2[S:16][CH:15]=[C:14]([CH2:17][O:18][C:19]3[CH:24]=[CH:23][CH:22]=[C:21]([NH:25][C:26]4[CH:31]=[CH:30][CH:29]=[CH:28][CH:27]=4)[CH:20]=3)[C:9]=2[C:10](Cl)=[N:11][CH:12]=1)=[O:6])[CH3:3]. Given the product [CH2:2]([O:4][C:5]([C:7]1[C:8]2[S:16][CH:15]=[C:14]([CH2:17][O:18][C:19]3[CH:24]=[CH:23][CH:22]=[C:21]([NH:25][C:26]4[CH:31]=[CH:30][CH:29]=[CH:28][CH:27]=4)[CH:20]=3)[C:9]=2[C:10]([NH2:1])=[N:11][CH:12]=1)=[O:6])[CH3:3], predict the reactants needed to synthesize it.